Dataset: NCI-60 drug combinations with 297,098 pairs across 59 cell lines. Task: Regression. Given two drug SMILES strings and cell line genomic features, predict the synergy score measuring deviation from expected non-interaction effect. (1) Drug 1: C1=C(C(=O)NC(=O)N1)N(CCCl)CCCl. Drug 2: CN(CCCl)CCCl.Cl. Cell line: HS 578T. Synergy scores: CSS=4.38, Synergy_ZIP=-3.41, Synergy_Bliss=4.29, Synergy_Loewe=-3.38, Synergy_HSA=-1.71. (2) Drug 1: C1CC(=O)NC(=O)C1N2CC3=C(C2=O)C=CC=C3N. Drug 2: COCCOC1=C(C=C2C(=C1)C(=NC=N2)NC3=CC=CC(=C3)C#C)OCCOC.Cl. Cell line: SNB-19. Synergy scores: CSS=6.84, Synergy_ZIP=-3.19, Synergy_Bliss=-0.760, Synergy_Loewe=3.70, Synergy_HSA=1.95. (3) Drug 1: CC1=CC2C(CCC3(C2CCC3(C(=O)C)OC(=O)C)C)C4(C1=CC(=O)CC4)C. Drug 2: C1C(C(OC1N2C=NC3=C2NC=NCC3O)CO)O. Cell line: COLO 205. Synergy scores: CSS=2.34, Synergy_ZIP=1.86, Synergy_Bliss=4.12, Synergy_Loewe=3.69, Synergy_HSA=2.74. (4) Drug 1: CC1CCC2CC(C(=CC=CC=CC(CC(C(=O)C(C(C(=CC(C(=O)CC(OC(=O)C3CCCCN3C(=O)C(=O)C1(O2)O)C(C)CC4CCC(C(C4)OC)O)C)C)O)OC)C)C)C)OC. Drug 2: C(CC(=O)O)C(=O)CN.Cl. Cell line: OVCAR3. Synergy scores: CSS=23.7, Synergy_ZIP=-6.94, Synergy_Bliss=-1.04, Synergy_Loewe=-4.72, Synergy_HSA=1.94. (5) Drug 1: CS(=O)(=O)CCNCC1=CC=C(O1)C2=CC3=C(C=C2)N=CN=C3NC4=CC(=C(C=C4)OCC5=CC(=CC=C5)F)Cl. Drug 2: C#CCC(CC1=CN=C2C(=N1)C(=NC(=N2)N)N)C3=CC=C(C=C3)C(=O)NC(CCC(=O)O)C(=O)O. Cell line: ACHN. Synergy scores: CSS=52.5, Synergy_ZIP=-1.48, Synergy_Bliss=-4.60, Synergy_Loewe=-7.73, Synergy_HSA=-2.13. (6) Drug 1: CC12CCC3C(C1CCC2=O)CC(=C)C4=CC(=O)C=CC34C. Drug 2: CC(CN1CC(=O)NC(=O)C1)N2CC(=O)NC(=O)C2. Cell line: HOP-62. Synergy scores: CSS=33.0, Synergy_ZIP=-0.763, Synergy_Bliss=4.68, Synergy_Loewe=-9.47, Synergy_HSA=5.70. (7) Drug 1: C(CC(=O)O)C(=O)CN.Cl. Drug 2: C1CCC(C(C1)N)N.C(=O)(C(=O)[O-])[O-].[Pt+4]. Cell line: SK-MEL-28. Synergy scores: CSS=8.21, Synergy_ZIP=-3.05, Synergy_Bliss=0.309, Synergy_Loewe=-6.55, Synergy_HSA=-0.260.